Task: Regression. Given a target protein amino acid sequence and a drug SMILES string, predict the binding affinity score between them. We predict pKi (pKi = -log10(Ki in M); higher means stronger inhibition). Dataset: bindingdb_ki.. Dataset: Drug-target binding data from BindingDB using Ki measurements The small molecule is CC(C)(C)OC(=O)c1cc2c(cn1)[nH]c1ccccc12. The target protein (P30191) has sequence MLLLLPWLFSLLWIENAQAQLEDEGNFYSENVSRILDNLLEGYDNRLRPGFGGAVTEVKTDIYVTSFGPVSDVEMEYTMDVFFRQTWTDERLKFKGPAEILSLNNLMVSKIWTPDTFFRNGKKSIAHNMTTPNKLFRLMHNGTILYTMRLTINADCPMRLVNFPMDGHACPLKFGSYAYPKSEIIYTWKKGPLYSVEVPEESSSLLQYDLIGQTVSSETIKSNTGEYVIMTVYFHLQRKMGYFMIQIYTPCIMTVILSQVSFWINKESVPARTVFGITTVLTMTTLSISARHSLPKVSYATAMDWFIAVCFAFVFSALIEFAAVNYFTNLQSQKAERQAQTAAKPPVAKSKTTESLEAEIVVHSDSKYHLKKRISSLTLPIVPSSEASKVLSRTPILPSTPVTPPLLLPAIGGTSKIDQYSRILFPVAFAGFNLVYWIVYLSKDTMEVSSTVE. The pKi is 5.3.